From a dataset of Reaction yield outcomes from USPTO patents with 853,638 reactions. Predict the reaction yield, written as a fraction of the theoretical maximum amount of product (1.0 means a 100% yield; for example, 0.34 means a 34% yield). (1) The reactants are [NH2:1][C:2]([O:4][CH:5]1[CH:10]([O:11][C:12]([NH2:14])=[O:13])[CH2:9][CH2:8][N:7](C(OC(C)(C)C)=O)[CH2:6]1)=[O:3].Cl. The catalyst is O1CCOCC1. The product is [NH2:1][C:2]([O:4][CH:5]1[CH:10]([O:11][C:12]([NH2:14])=[O:13])[CH2:9][CH2:8][NH:7][CH2:6]1)=[O:3]. The yield is 1.00. (2) The reactants are [H-].[Al+3].[Li+].[H-].[H-].[H-].C([O:9][C:10](=O)[CH2:11][C:12]1[C:13]([CH2:19][CH3:20])=[N:14][NH:15][C:16]=1[CH2:17][CH3:18])C.O. The catalyst is O1CCCC1. The product is [CH2:17]([C:16]1[C:12]([CH2:11][CH2:10][OH:9])=[C:13]([CH2:19][CH3:20])[NH:14][N:15]=1)[CH3:18]. The yield is 1.00. (3) The reactants are [C:1]([O:5][C:6]([N:8]([CH2:12][C:13]1[CH:14]=[C:15]([CH2:20][C:21](O)=[O:22])[CH:16]=[CH:17][C:18]=1[Cl:19])[CH:9]1[CH2:11][CH2:10]1)=[O:7])([CH3:4])([CH3:3])[CH3:2].[CH2:24]([NH2:26])[CH3:25]. The catalyst is C(Cl)Cl. The product is [C:1]([O:5][C:6](=[O:7])[N:8]([CH2:12][C:13]1[CH:14]=[C:15]([CH2:20][C:21](=[O:22])[NH:26][CH2:24][CH3:25])[CH:16]=[CH:17][C:18]=1[Cl:19])[CH:9]1[CH2:11][CH2:10]1)([CH3:3])([CH3:4])[CH3:2]. The yield is 0.630. (4) The reactants are [H-].[Na+].[Cl:3][C:4]1[CH:5]=[C:6]([Cl:25])[C:7]2[C:8]3[CH2:17][CH2:16][N:15]([C:18]([O:20][C:21]([CH3:24])([CH3:23])[CH3:22])=[O:19])[CH2:14][CH2:13][C:9]=3[NH:10][C:11]=2[CH:12]=1.Br[CH2:27][CH2:28][O:29][C:30]1[CH:35]=[CH:34][CH:33]=[CH:32][CH:31]=1. The catalyst is CN(C=O)C. The product is [Cl:3][C:4]1[CH:5]=[C:6]([Cl:25])[C:7]2[C:8]3[CH2:17][CH2:16][N:15]([C:18]([O:20][C:21]([CH3:22])([CH3:24])[CH3:23])=[O:19])[CH2:14][CH2:13][C:9]=3[N:10]([CH2:27][CH2:28][O:29][C:30]3[CH:35]=[CH:34][CH:33]=[CH:32][CH:31]=3)[C:11]=2[CH:12]=1. The yield is 0.900. (5) The catalyst is CCO. The yield is 0.200. The reactants are [O:1]1[CH2:5][CH2:4][O:3][CH:2]1[C:6]1[CH:11]=[C:10]([O:12][CH3:13])[N:9]=[CH:8][C:7]=1[O:14][CH2:15][C:16]1[C:17](C(=O)/C(/C)=C/N(C)C)=[N:18][CH:19]=[CH:20][CH:21]=1.Cl.[CH:31]([NH:34][NH2:35])([CH3:33])[CH3:32]. The product is [O:1]1[CH2:5][CH2:4][O:3][CH:2]1[C:6]1[C:7]([O:14][CH2:15][C:16]2[C:17]([C:2]3[N:34]([CH:31]([CH3:33])[CH3:32])[N:35]=[CH:7][C:6]=3[CH3:11])=[N:18][CH:19]=[CH:20][CH:21]=2)=[CH:8][N:9]=[C:10]([O:12][CH3:13])[CH:11]=1. (6) The reactants are C(N(C(C)C)CC)(C)C.[NH2:10][C:11]1[CH:26]=[CH:25][C:24]([Cl:27])=[CH:23][C:12]=1[C:13]([NH:15][CH2:16][CH:17]1[CH2:22][CH2:21][CH2:20][CH2:19][CH2:18]1)=[O:14].[CH3:28][C:29]1[C:37]([O:38][CH3:39])=[CH:36][CH:35]=[CH:34][C:30]=1[C:31](O)=[O:32].CN(C(ON1N=NC2C=CC=NC1=2)=[N+](C)C)C.F[P-](F)(F)(F)(F)F. No catalyst specified. The product is [Cl:27][C:24]1[CH:25]=[CH:26][C:11]([NH:10][C:31](=[O:32])[C:30]2[CH:34]=[CH:35][CH:36]=[C:37]([O:38][CH3:39])[C:29]=2[CH3:28])=[C:12]([C:13]([NH:15][CH2:16][CH:17]2[CH2:22][CH2:21][CH2:20][CH2:19][CH2:18]2)=[O:14])[CH:23]=1. The yield is 0.190.